Dataset: Forward reaction prediction with 1.9M reactions from USPTO patents (1976-2016). Task: Predict the product of the given reaction. Given the reactants [C@H:1]12[CH2:6][C@H:5]1[CH2:4][C@@H:3]([CH2:7][NH:8][C:9](=[O:14])[C:10]([F:13])([F:12])[F:11])[NH:2]2.[CH3:15][C:16]1[S:17][C:18]([C:24]2[CH:25]=[C:26]([CH3:30])[CH:27]=[CH:28][CH:29]=2)=[C:19]([C:21](O)=[O:22])[N:20]=1, predict the reaction product. The product is: [F:11][C:10]([F:12])([F:13])[C:9]([NH:8][CH2:7][C@@H:3]1[CH2:4][C@H:5]2[C@H:1]([CH2:6]2)[N:2]1[C:21]([C:19]1[N:20]=[C:16]([CH3:15])[S:17][C:18]=1[C:24]1[CH:25]=[C:26]([CH3:30])[CH:27]=[CH:28][CH:29]=1)=[O:22])=[O:14].